Dataset: TCR-epitope binding with 47,182 pairs between 192 epitopes and 23,139 TCRs. Task: Binary Classification. Given a T-cell receptor sequence (or CDR3 region) and an epitope sequence, predict whether binding occurs between them. (1) The epitope is FPPTSFGPL. The TCR CDR3 sequence is CASSITGFEQYF. Result: 0 (the TCR does not bind to the epitope). (2) The epitope is HPKVSSEVHI. The TCR CDR3 sequence is CASRLEGGTEAFF. Result: 0 (the TCR does not bind to the epitope). (3) The epitope is NLSALGIFST. The TCR CDR3 sequence is CASSSPRDRPFSGANVLTF. Result: 0 (the TCR does not bind to the epitope). (4) The epitope is KLNVGDYFV. The TCR CDR3 sequence is CSSGGDNYGYTF. Result: 1 (the TCR binds to the epitope). (5) The epitope is LLDFVRFMGV. The TCR CDR3 sequence is CASSNLGQGASYNSPLHF. Result: 0 (the TCR does not bind to the epitope). (6) The epitope is TPQDLNTML. The TCR CDR3 sequence is CASRGETYMNTEAFF. Result: 1 (the TCR binds to the epitope). (7) The epitope is LLWNGPMAV. The TCR CDR3 sequence is CASEFRADTQYF. Result: 0 (the TCR does not bind to the epitope). (8) The epitope is ATDALMTGY. The TCR CDR3 sequence is CSASGREGHPDTQYF. Result: 0 (the TCR does not bind to the epitope). (9) The epitope is TLIGDCATV. The TCR CDR3 sequence is CASRTSGSSYEQYF. Result: 1 (the TCR binds to the epitope).